Task: Regression. Given two drug SMILES strings and cell line genomic features, predict the synergy score measuring deviation from expected non-interaction effect.. Dataset: NCI-60 drug combinations with 297,098 pairs across 59 cell lines (1) Drug 1: C1=CN(C=N1)CC(O)(P(=O)(O)O)P(=O)(O)O. Drug 2: N.N.Cl[Pt+2]Cl. Cell line: UACC-257. Synergy scores: CSS=15.3, Synergy_ZIP=1.49, Synergy_Bliss=1.96, Synergy_Loewe=-1.14, Synergy_HSA=0.859. (2) Drug 1: CC1=CC=C(C=C1)C2=CC(=NN2C3=CC=C(C=C3)S(=O)(=O)N)C(F)(F)F. Drug 2: CC1C(C(CC(O1)OC2CC(CC3=C2C(=C4C(=C3O)C(=O)C5=C(C4=O)C(=CC=C5)OC)O)(C(=O)CO)O)N)O.Cl. Cell line: RPMI-8226. Synergy scores: CSS=54.9, Synergy_ZIP=1.68, Synergy_Bliss=0.633, Synergy_Loewe=-18.9, Synergy_HSA=1.95.